This data is from Peptide-MHC class II binding affinity with 134,281 pairs from IEDB. The task is: Regression. Given a peptide amino acid sequence and an MHC pseudo amino acid sequence, predict their binding affinity value. This is MHC class II binding data. (1) The peptide sequence is KGVERLAVMGDVAWD. The MHC is DRB1_0301 with pseudo-sequence DRB1_0301. The binding affinity (normalized) is 0.351. (2) The peptide sequence is LSSTGSSCLFVLILF. The MHC is DRB3_0202 with pseudo-sequence DRB3_0202. The binding affinity (normalized) is 0.215. (3) The peptide sequence is DCRTAFKPVLVDEGR. The MHC is DRB1_0801 with pseudo-sequence DRB1_0801. The binding affinity (normalized) is 0.622. (4) The peptide sequence is KGKDKWIELKESWGA. The MHC is DRB1_0701 with pseudo-sequence DRB1_0701. The binding affinity (normalized) is 0.128. (5) The peptide sequence is KFVDSTVVASVTIID. The MHC is DRB1_0901 with pseudo-sequence DRB1_0901. The binding affinity (normalized) is 0.293. (6) The peptide sequence is VFLGSAHGIPKVPPG. The MHC is HLA-DPA10201-DPB10101 with pseudo-sequence HLA-DPA10201-DPB10101. The binding affinity (normalized) is 0.167.